From a dataset of Catalyst prediction with 721,799 reactions and 888 catalyst types from USPTO. Predict which catalyst facilitates the given reaction. (1) Reactant: [CH:1]([N:14]1[CH2:17][C:16](=[O:18])[CH2:15]1)([C:8]1[CH:13]=[CH:12][CH:11]=[CH:10][CH:9]=1)[C:2]1[CH:7]=[CH:6][CH:5]=[CH:4][CH:3]=1.[CH:19]1([Mg]Br)[CH2:21][CH2:20]1.O1CCCC1.C(=O)([O-])[O-].[Na+].[Na+]. Product: [CH:1]([N:14]1[CH2:17][C:16]([CH:19]2[CH2:21][CH2:20]2)([OH:18])[CH2:15]1)([C:8]1[CH:13]=[CH:12][CH:11]=[CH:10][CH:9]=1)[C:2]1[CH:3]=[CH:4][CH:5]=[CH:6][CH:7]=1. The catalyst class is: 7. (2) Reactant: O=P(Cl)(Cl)Cl.[F:6][C:7]1[CH:13]=[CH:12][C:10]([NH2:11])=[CH:9][C:8]=1[O:14][CH3:15].[C:16](O)(=[O:21])[CH2:17][C:18](O)=[O:19]. Product: [F:6][C:7]1[CH:13]=[C:12]2[C:10](=[CH:9][C:8]=1[O:14][CH3:15])[N:11]=[C:18]([OH:19])[CH:17]=[C:16]2[OH:21]. The catalyst class is: 6. (3) Reactant: [F:1][C:2]([F:20])([F:19])[C:3]1[CH:4]=[C:5]([C:9]2[CH:14]=[CH:13][N:12]=[C:11]([C:15](=[N:17][OH:18])[NH2:16])[CH:10]=2)[CH:6]=[CH:7][CH:8]=1.[C:21](N1C=CN=C1)(N1C=CN=C1)=[O:22].N12CCCN=C1CCCCC2.Cl. Product: [F:20][C:2]([F:19])([F:1])[C:3]1[CH:4]=[C:5]([C:9]2[CH:14]=[CH:13][N:12]=[C:11]([C:15]3[NH:17][O:18][C:21](=[O:22])[N:16]=3)[CH:10]=2)[CH:6]=[CH:7][CH:8]=1. The catalyst class is: 132. (4) Reactant: [C:1]([O:5][C:6]([N:8]1[CH:16]2[CH:11]([CH2:12][CH2:13][CH2:14][CH2:15]2)[CH2:10][C@H:9]1[C:17](O)=[O:18])=[O:7])([CH3:4])([CH3:3])[CH3:2].B.C1COCC1. Product: [C:1]([O:5][C:6]([N:8]1[CH:16]2[CH:11]([CH2:12][CH2:13][CH2:14][CH2:15]2)[CH2:10][C@H:9]1[CH2:17][OH:18])=[O:7])([CH3:4])([CH3:3])[CH3:2]. The catalyst class is: 1. (5) Reactant: Br[CH2:2][C:3]([CH:5]1[CH2:7][CH2:6]1)=O.[CH2:8]([O:10][C:11](=[O:15])[C:12]([NH2:14])=[S:13])[CH3:9]. Product: [CH2:8]([O:10][C:11]([C:12]1[S:13][CH:2]=[C:3]([CH:5]2[CH2:7][CH2:6]2)[N:14]=1)=[O:15])[CH3:9]. The catalyst class is: 8.